Dataset: Full USPTO retrosynthesis dataset with 1.9M reactions from patents (1976-2016). Task: Predict the reactants needed to synthesize the given product. Given the product [CH2:47]([N:28]1[CH2:27][CH2:26][C:35]2[C:34]([C:13]3[CH:14]=[CH:15][CH:16]=[CH:17][CH:18]=3)=[N:33][C:32]([CH3:37])=[N:31][C:30]=2[CH2:29]1)[C:38]1[CH:43]=[CH:42][CH:41]=[CH:40][CH:39]=1, predict the reactants needed to synthesize it. The reactants are: [C:13]1(PCCCCP[C:13]2[CH:18]=[CH:17][CH:16]=[CH:15][CH:14]=2)[CH:18]=[CH:17][CH:16]=[CH:15][CH:14]=1.C([CH:26]1[C:35]2[C:34](Cl)=[N:33][C:32]([CH3:37])=[N:31][C:30]=2[CH2:29][NH:28][CH2:27]1)C1C=CC=CC=1.[C:38]1(B(O)O)[CH:43]=[CH:42][CH:41]=[CH:40][CH:39]=1.[C:47](=O)([O-])[O-].[Na+].[Na+].